Dataset: Forward reaction prediction with 1.9M reactions from USPTO patents (1976-2016). Task: Predict the product of the given reaction. Given the reactants [OH:1][CH:2]([C:7]1[S:11][C:10]([C:12](=O)[CH2:13][CH2:14][C:15](=O)[CH:16]([C:24]2[CH:29]=[CH:28][C:27]([S:30]([CH3:33])(=[O:32])=[O:31])=[CH:26][CH:25]=2)[CH2:17][CH:18]2[CH2:23][CH2:22][O:21][CH2:20][CH2:19]2)=[N:9][CH:8]=1)[C:3]([OH:6])([CH3:5])[CH3:4].C([O-])(=O)C.[NH4+:40].[OH-].[Na+], predict the reaction product. The product is: [CH3:4][C:3]([OH:6])([CH3:5])[CH:2]([C:7]1[S:11][C:10]([C:12]2[NH:40][C:15]([CH:16]([C:24]3[CH:29]=[CH:28][C:27]([S:30]([CH3:33])(=[O:31])=[O:32])=[CH:26][CH:25]=3)[CH2:17][CH:18]3[CH2:23][CH2:22][O:21][CH2:20][CH2:19]3)=[CH:14][CH:13]=2)=[N:9][CH:8]=1)[OH:1].